The task is: Predict the reactants needed to synthesize the given product.. This data is from Full USPTO retrosynthesis dataset with 1.9M reactions from patents (1976-2016). (1) Given the product [I:1][C:2]1[C:3]([CH:16]([OH:18])[CH3:17])=[N:4][N:5]([CH2:7][C:8]2[CH:9]=[CH:10][C:11]([O:14][CH3:15])=[CH:12][CH:13]=2)[CH:6]=1, predict the reactants needed to synthesize it. The reactants are: [I:1][C:2]1[C:3]([C:16](=[O:18])[CH3:17])=[N:4][N:5]([CH2:7][C:8]2[CH:13]=[CH:12][C:11]([O:14][CH3:15])=[CH:10][CH:9]=2)[CH:6]=1.[BH4-].[Na+]. (2) Given the product [CH3:1][C:2]1([CH3:9])[O:6][CH:5]([CH2:7][O:8][C:13]2[N:18]=[C:17]([C:19]([OH:21])=[O:20])[CH:16]=[CH:15][CH:14]=2)[CH2:4][O:3]1, predict the reactants needed to synthesize it. The reactants are: [CH3:1][C:2]1([CH3:9])[O:6][CH:5]([CH2:7][OH:8])[CH2:4][O:3]1.[H-].[Na+].Br[C:13]1[N:18]=[C:17]([C:19]([OH:21])=[O:20])[CH:16]=[CH:15][CH:14]=1.O. (3) The reactants are: [C:1]([C:3]1[C:4]([N:16]2[CH2:19][CH:18]([C:20]([OH:22])=O)[CH2:17]2)=[N:5][C:6]([O:14][CH3:15])=[C:7]([C:9]([O:11][CH2:12][CH3:13])=[O:10])[CH:8]=1)#[N:2].[F:23][C:24]([F:37])([F:36])[C:25]1[CH:30]=[CH:29][C:28]([CH2:31][S:32]([NH2:35])(=[O:34])=[O:33])=[CH:27][CH:26]=1. Given the product [C:1]([C:3]1[C:4]([N:16]2[CH2:19][CH:18]([C:20](=[O:22])[NH:35][S:32]([CH2:31][C:28]3[CH:27]=[CH:26][C:25]([C:24]([F:23])([F:37])[F:36])=[CH:30][CH:29]=3)(=[O:33])=[O:34])[CH2:17]2)=[N:5][C:6]([O:14][CH3:15])=[C:7]([CH:8]=1)[C:9]([O:11][CH2:12][CH3:13])=[O:10])#[N:2], predict the reactants needed to synthesize it.